This data is from Catalyst prediction with 721,799 reactions and 888 catalyst types from USPTO. The task is: Predict which catalyst facilitates the given reaction. (1) Reactant: [CH:1]([NH:4][C:5]1[CH:6]=[C:7]([C:11]2[CH:12]=[C:13]3[C:17](=[CH:18][CH:19]=2)[N:16]([CH2:20][O:21][CH2:22][CH2:23][Si:24]([CH3:27])([CH3:26])[CH3:25])[N:15]=[C:14]3[CH:28]=O)[CH:8]=[N:9][CH:10]=1)([CH3:3])[CH3:2].[N:30]1[CH:35]=[CH:34][CH:33]=[C:32]([C:36]2[CH:41]=[CH:40][N:39]=[C:38]([NH2:42])[C:37]=2[NH2:43])[CH:31]=1. Product: [CH:1]([NH:4][C:5]1[CH:10]=[N:9][CH:8]=[C:7]([C:11]2[CH:12]=[C:13]3[C:17](=[CH:18][CH:19]=2)[N:16]([CH2:20][O:21][CH2:22][CH2:23][Si:24]([CH3:25])([CH3:26])[CH3:27])[N:15]=[C:14]3[C:28]2[NH:42][C:38]3=[N:39][CH:40]=[CH:41][C:36]([C:32]4[CH:31]=[N:30][CH:35]=[CH:34][CH:33]=4)=[C:37]3[N:43]=2)[CH:6]=1)([CH3:3])[CH3:2]. The catalyst class is: 3. (2) The catalyst class is: 368. Reactant: Cl[C:2]1[CH:3]=[CH:4][C:5]2[N:6]=[CH:7][N:8]=[C:9]([NH:12][CH:13]3[CH2:16][CH2:15][CH2:14]3)[C:10]=2[N:11]=1.[Cl:17][C:18]1[C:23]([NH:24][S:25]([C:28]2[CH:33]=[CH:32][C:31]([F:34])=[CH:30][C:29]=2[F:35])(=[O:27])=[O:26])=[CH:22][C:21](B2OC(C)(C)C(C)(C)O2)=[CH:20][N:19]=1.C(=O)(O)[O-].[Na+]. Product: [Cl:17][C:18]1[C:23]([NH:24][S:25]([C:28]2[CH:33]=[CH:32][C:31]([F:34])=[CH:30][C:29]=2[F:35])(=[O:27])=[O:26])=[CH:22][C:21]([C:2]2[CH:3]=[CH:4][C:5]3[N:6]=[CH:7][N:8]=[C:9]([NH:12][CH:13]4[CH2:16][CH2:15][CH2:14]4)[C:10]=3[N:11]=2)=[CH:20][N:19]=1. (3) Reactant: [CH3:1][N:2]1[C:6]([NH:7][C:8]([C:21]2[CH:26]=[CH:25][CH:24]=[CH:23][CH:22]=2)([C:15]2[CH:20]=[CH:19][CH:18]=[CH:17][CH:16]=2)[C:9]2[CH:14]=[CH:13][CH:12]=[CH:11][CH:10]=2)=[C:5]([NH:27][C:28](=O)[O:29]C2C=CC=CC=2)[CH:4]=[N:3]1.[NH2:37][CH:38]1[CH2:42][CH2:41][N:40]([C:43]([O:45][C:46]([CH3:49])([CH3:48])[CH3:47])=[O:44])[CH2:39]1.C(N(C(C)C)C(C)C)C. Product: [CH3:1][N:2]1[C:6]([NH:7][C:8]([C:15]2[CH:16]=[CH:17][CH:18]=[CH:19][CH:20]=2)([C:21]2[CH:26]=[CH:25][CH:24]=[CH:23][CH:22]=2)[C:9]2[CH:10]=[CH:11][CH:12]=[CH:13][CH:14]=2)=[C:5]([NH:27][C:28]([NH:37][CH:38]2[CH2:42][CH2:41][N:40]([C:43]([O:45][C:46]([CH3:49])([CH3:48])[CH3:47])=[O:44])[CH2:39]2)=[O:29])[CH:4]=[N:3]1. The catalyst class is: 2. (4) Reactant: [N:1]1([C:6]2[N:11]=[CH:10][C:9]([C:12]3([C:15]([O:17]CC)=O)[CH2:14][CH2:13]3)=[CH:8][CH:7]=2)[CH2:5][CH2:4][CH2:3][CH2:2]1.[Li+].[OH-].Cl.Cl.[NH:24]1[CH2:28][CH2:27][C:26]2([C:36]3[CH:35]=[CH:34][N:33]=[CH:32][C:31]=3[C:30](=[O:37])[O:29]2)[CH2:25]1. Product: [N:1]1([C:6]2[N:11]=[CH:10][C:9]([C:12]3([C:15]([N:24]4[CH2:28][CH2:27][C@@:26]5([C:36]6[CH:35]=[CH:34][N:33]=[CH:32][C:31]=6[C:30](=[O:37])[O:29]5)[CH2:25]4)=[O:17])[CH2:13][CH2:14]3)=[CH:8][CH:7]=2)[CH2:2][CH2:3][CH2:4][CH2:5]1. The catalyst class is: 5. (5) Reactant: [F:1][C:2]([F:35])([F:34])[C:3]1[CH:4]=[C:5]([C:13]([CH3:33])([CH3:32])[C:14]([N:16]([C:18]2[CH:19]=[N:20][C:21]([Cl:31])=[CH:22][C:23]=2[C:24]2[CH:29]=[CH:28][CH:27]=[CH:26][C:25]=2[CH3:30])[CH3:17])=[O:15])[CH:6]=[C:7]([C:9]([F:12])([F:11])[F:10])[CH:8]=1.C1C=C(Cl)C=C(C(OO)=[O:44])C=1.[OH-].[Na+]. Product: [F:35][C:2]([F:1])([F:34])[C:3]1[CH:4]=[C:5]([C:13]([CH3:33])([CH3:32])[C:14]([N:16]([C:18]2[C:23]([C:24]3[CH:29]=[CH:28][CH:27]=[CH:26][C:25]=3[CH3:30])=[CH:22][C:21]([Cl:31])=[N+:20]([O-:44])[CH:19]=2)[CH3:17])=[O:15])[CH:6]=[C:7]([C:9]([F:11])([F:10])[F:12])[CH:8]=1. The catalyst class is: 2. (6) The catalyst class is: 2. Product: [C:12]([O:11][C:10]([NH:9][CH2:8][CH:6]1[CH2:5][CH2:4][N:3]([C:17]([O:18][CH2:19][C:20]2[CH:21]=[C:22]([Cl:27])[CH:23]=[C:24]([Cl:26])[CH:25]=2)=[O:28])[CH:2]([CH3:1])[CH2:7]1)=[O:16])([CH3:15])([CH3:14])[CH3:13]. Reactant: [CH3:1][CH:2]1[CH2:7][CH:6]([CH2:8][NH:9][C:10](=[O:16])[O:11][C:12]([CH3:15])([CH3:14])[CH3:13])[CH2:5][CH2:4][NH:3]1.[C:17](Cl)(=[O:28])[O:18][CH2:19][C:20]1[CH:25]=[C:24]([Cl:26])[CH:23]=[C:22]([Cl:27])[CH:21]=1.C(=O)(O)[O-].[Na+]. (7) Reactant: [O:1]1[C:5]2([CH2:10][CH2:9][C:8](=[O:11])[CH2:7][CH2:6]2)[O:4][CH2:3][CH2:2]1.[CH3:12][Li]. Product: [CH3:12][C:8]1([OH:11])[CH2:7][CH2:6][C:5]2([O:4][CH2:3][CH2:2][O:1]2)[CH2:10][CH2:9]1. The catalyst class is: 1. (8) Reactant: C[Si]([N-][Si](C)(C)C)(C)C.[Li+].[CH2:11]([O:14][C:15]1[C:27]([C:28]([F:31])([F:30])[F:29])=[CH:26][CH:25]=[C:24]([CH2:32][O:33][C:34]2[CH:39]=[CH:38][C:37]([C:40]3[CH:45]=[CH:44][C:43]([CH2:46][C:47]([O:49][CH3:50])=[O:48])=[CH:42][C:41]=3[CH2:51][CH3:52])=[CH:36][CH:35]=2)[C:16]=1[C:17]([O:19][C:20]([CH3:23])([CH3:22])[CH3:21])=[O:18])[CH:12]=[CH2:13].[CH3:53]I.[Na+].[Cl-]. Product: [CH2:11]([O:14][C:15]1[C:27]([C:28]([F:30])([F:31])[F:29])=[CH:26][CH:25]=[C:24]([CH2:32][O:33][C:34]2[CH:35]=[CH:36][C:37]([C:40]3[CH:45]=[CH:44][C:43]([CH:46]([C:47]([O:49][CH3:50])=[O:48])[CH3:53])=[CH:42][C:41]=3[CH2:51][CH3:52])=[CH:38][CH:39]=2)[C:16]=1[C:17]([O:19][C:20]([CH3:23])([CH3:22])[CH3:21])=[O:18])[CH:12]=[CH2:13]. The catalyst class is: 7. (9) Reactant: [C:1]1([C:19]2[CH:24]=[CH:23][CH:22]=[CH:21][CH:20]=2)[CH:6]=[CH:5][C:4]([S:7]([NH:10][CH:11]([CH2:16][CH:17]=[CH2:18])[C:12]([O:14]C)=[O:13])(=[O:9])=[O:8])=[CH:3][CH:2]=1.C[O:26]C(=O)CN(CC=C)C(OC(C)(C)C)=O.FC(F)(F)C(O)=O.C(N(CC)CC)C.[C:55]1(C2C=CC=CC=2)[CH:60]=[CH:59][C:58]([S:61](Cl)(=O)=O)=[CH:57][CH:56]=1. Product: [C:1]1([C:19]2[CH:24]=[CH:23][CH:22]=[CH:21][CH:20]=2)[CH:6]=[CH:5][C:4]([S:7]([NH:10][CH:11]([CH2:16][CH:17]([OH:26])[CH2:18][S:61][C:58]2[CH:59]=[CH:60][CH:55]=[CH:56][CH:57]=2)[C:12]([OH:14])=[O:13])(=[O:9])=[O:8])=[CH:3][CH:2]=1. The catalyst class is: 34. (10) Reactant: O[CH:2]1[CH:6]([O:7][C:8]2[CH:13]=[CH:12][C:11]([O:14][CH3:15])=[CH:10][CH:9]=2)[CH2:5][N:4]([C:16](=[O:33])[C@H:17]([CH2:29][CH:30]([CH3:32])[CH3:31])[NH:18][C:19]([O:21][CH2:22][C:23]2[CH:28]=[CH:27][CH:26]=[CH:25][CH:24]=2)=[O:20])[CH2:3]1.CC(OI1(OC(C)=O)(OC(C)=O)OC(=O)C2C=CC=CC1=2)=[O:36].CCCCCC.C(OCC)(=O)C. Product: [CH3:15][O:14][C:11]1[CH:12]=[CH:13][C:8]([O:7][CH:6]2[CH2:2][CH2:3][N:4]([C:16](=[O:33])[C@H:17]([CH2:29][CH:30]([CH3:32])[CH3:31])[NH:18][C:19]([O:21][CH2:22][C:23]3[CH:28]=[CH:27][CH:26]=[CH:25][CH:24]=3)=[O:20])[C:5]2=[O:36])=[CH:9][CH:10]=1. The catalyst class is: 4.